This data is from hERG Central: cardiac toxicity at 1µM, 10µM, and general inhibition. The task is: Predict hERG channel inhibition at various concentrations. (1) The drug is CN(CCc1ccccn1)Cc1ccc(Cl)cc1. Results: hERG_inhib (hERG inhibition (general)): blocker. (2) The compound is O=C(O)C(=O)O.c1ccc(CCN(Cc2ccccc2)C2CCN(C3CCCC3)CC2)cc1. Results: hERG_inhib (hERG inhibition (general)): blocker. (3) The compound is CC(C)Cn1c(SCC(=O)NCc2ccc(Cl)cc2)nnc1-c1cccc(S(=O)(=O)N2CCOCC2)c1. Results: hERG_inhib (hERG inhibition (general)): blocker. (4) The molecule is CCCCn1c(N)c(C(=O)NCCN2CCOCC2)c2nc3ccccc3nc21. Results: hERG_inhib (hERG inhibition (general)): blocker. (5) The molecule is O=C(COc1ccccc1)Nc1cccc(-c2nc3ccccc3[nH]2)c1. Results: hERG_inhib (hERG inhibition (general)): blocker.